From a dataset of Reaction yield outcomes from USPTO patents with 853,638 reactions. Predict the reaction yield, written as a fraction of the theoretical maximum amount of product (1.0 means a 100% yield; for example, 0.34 means a 34% yield). (1) The reactants are C1C2C(=CC=CC=2)C[NH:2]1.[CH3:10][C@@H:11]([OH:42])[C@@:12]12[O:22][C@@:21]31[C:23]1[C:28]([NH:29][C@H:13]2[C:14]#[C:15][CH:16]=[CH:17][C:18]#[C:19][C@H:20]3[OH:41])=[C:27]2[C:30]([C:32]3[C:37]([C:38](=[O:39])[C:26]2=[C:25]([OH:40])[CH:24]=1)=[CH:36][CH:35]=[CH:34][CH:33]=3)=[O:31].C([O-])(O)=O.[Na+].[CH3:48][C:49](OC(OC(O[C:49]([CH3:51])([CH3:50])[CH3:48])=O)=O)([CH3:51])[CH3:50].[Al]. The catalyst is C1COCC1. The product is [C:49]([NH:2][C:12]([CH:13]1[C:26]2[C:27](=[CH:30][CH:32]=[CH:37][CH:38]=2)[CH2:28][NH:29]1)=[O:22])([CH3:51])([CH3:50])[CH3:48].[CH3:10][C@@H:11]([OH:42])[C@@:12]12[O:22][C@@:21]31[C:23]1[C:28]([NH:29][C@H:13]2[C:14]#[C:15][CH:16]=[CH:17][C:18]#[C:19][C@H:20]3[OH:41])=[C:27]2[C:30]([C:32]3[C:37]([C:38](=[O:39])[C:26]2=[C:25]([OH:40])[CH:24]=1)=[CH:36][CH:35]=[CH:34][CH:33]=3)=[O:31]. The yield is 0.950. (2) The reactants are [CH3:1][C:2]1[N:3]=[CH:4][N:5]([C:7]2[CH:12]=[C:11]([C:13]([F:16])([F:15])[F:14])[CH:10]=[C:9]([N+:17]([O-])=O)[CH:8]=2)[CH:6]=1. The catalyst is CO.[Pd]. The product is [CH3:1][C:2]1[N:3]=[CH:4][N:5]([C:7]2[CH:8]=[C:9]([CH:10]=[C:11]([C:13]([F:16])([F:14])[F:15])[CH:12]=2)[NH2:17])[CH:6]=1. The yield is 0.860. (3) The yield is 0.370. The product is [Br:1][C:2]1[CH:10]=[CH:9][CH:8]=[C:7]2[C:3]=1[C:4]1([CH2:12][O:13][C:15]3[CH:16]=[C:17]4[C:18](=[CH:22][C:14]1=3)[CH2:19][CH2:20][O:21]4)[C:5](=[O:11])[NH:6]2. The reactants are [Br:1][C:2]1[CH:10]=[CH:9][CH:8]=[C:7]2[C:3]=1[C:4]([C:14]1[C:15](O)=[CH:16][C:17]3[O:21][CH2:20][CH2:19][C:18]=3[CH:22]=1)([CH2:12][OH:13])[C:5](=[O:11])[NH:6]2.C(P(CCCC)CCCC)CCC.N(C(OC(C)(C)C)=O)=NC(OC(C)(C)C)=O. The catalyst is C(OCC)(=O)C. (4) The reactants are [CH3:1][O:2][C:3](=[O:29])[C:4]1[CH:9]=[CH:8][C:7]([CH3:10])=[C:6]([N:11]2[C:16](=[O:17])[CH:15]=[C:14]([O:18][CH2:19][C:20]3[CH:25]=[CH:24][CH:23]=[C:22]([O:26][CH3:27])[CH:21]=3)[N:13]=[C:12]2[CH3:28])[CH:5]=1.[Cl:30]N1C(=O)CCC1=O. The catalyst is C(O)(C)C.ClC(Cl)C(O)=O. The yield is 1.00. The product is [CH3:1][O:2][C:3](=[O:29])[C:4]1[CH:9]=[CH:8][C:7]([CH3:10])=[C:6]([N:11]2[C:16](=[O:17])[C:15]([Cl:30])=[C:14]([O:18][CH2:19][C:20]3[CH:25]=[CH:24][CH:23]=[C:22]([O:26][CH3:27])[CH:21]=3)[N:13]=[C:12]2[CH3:28])[CH:5]=1. (5) The reactants are [CH3:1][CH:2]([CH3:27])[CH2:3][C:4]([NH:6][C:7]1[CH:12]=[CH:11][C:10]([O:13][CH2:14][CH2:15][N:16]2[CH2:20][CH2:19][CH2:18][CH2:17]2)=[C:9]([C:21]2[N:22]([CH3:26])[N:23]=[CH:24][CH:25]=2)[CH:8]=1)=[O:5].C1C(=O)N([Br:35])C(=O)C1. The catalyst is CN(C=O)C. The product is [Br:35][C:25]1[CH:24]=[N:23][N:22]([CH3:26])[C:21]=1[C:9]1[CH:8]=[C:7]([NH:6][C:4](=[O:5])[CH:3]=[C:2]([CH3:27])[CH3:1])[CH:12]=[CH:11][C:10]=1[O:13][CH2:14][CH2:15][N:16]1[CH2:17][CH2:18][CH2:19][CH2:20]1. The yield is 0.250. (6) The reactants are [NH:1]1[C:9]2[C:4](=[CH:5][CH:6]=[CH:7][CH:8]=2)[CH:3]([CH2:10][C:11]([O:13][CH3:14])=[O:12])[CH2:2]1.O[C@H:16]1[O:24][C@H:23]([CH2:25][OH:26])[C@@H:21]([OH:22])[C@H:19]([OH:20])[C@H:17]1[OH:18]. The catalyst is CO. The product is [OH:18][C@@H:17]1[C@@H:19]([OH:20])[C@H:21]([OH:22])[C@@H:23]([CH2:25][OH:26])[O:24][C@H:16]1[N:1]1[C:9]2[C:4](=[CH:5][CH:6]=[CH:7][CH:8]=2)[CH:3]([CH2:10][C:11]([O:13][CH3:14])=[O:12])[CH2:2]1. The yield is 0.880. (7) The catalyst is C(Cl)Cl. The product is [F:30][C:31]1[CH:38]=[CH:37][C:34]([CH2:35][N:19]2[CH2:20][CH2:21][CH:16]([N:13]3[CH2:14][CH2:15][CH:10]([C:8]([C:5]4[CH:6]=[CH:7][C:2]([F:1])=[CH:3][CH:4]=4)=[O:9])[CH2:11][CH2:12]3)[CH:17]([OH:22])[CH2:18]2)=[CH:33][CH:32]=1. The reactants are [F:1][C:2]1[CH:7]=[CH:6][C:5]([C:8]([CH:10]2[CH2:15][CH2:14][N:13]([CH:16]3[CH2:21][CH2:20][NH:19][CH2:18][CH:17]3[OH:22])[CH2:12][CH2:11]2)=[O:9])=[CH:4][CH:3]=1.C(N(CC)CC)C.[F:30][C:31]1[CH:38]=[CH:37][C:34]([CH2:35]Br)=[CH:33][CH:32]=1. The yield is 0.450. (8) The reactants are CC1(C)C2C(=C(P(C3C=CC=CC=3)C3C=CC=CC=3)C=CC=2)OC2C(P(C3C=CC=CC=3)C3C=CC=CC=3)=CC=CC1=2.[CH2:43]([O:50][C:51]1[CH:52]=[C:53]2[C:58](=[CH:59][CH:60]=1)[N:57]=[CH:56][C:55](Br)=[CH:54]2)[C:44]1[CH:49]=[CH:48][CH:47]=[CH:46][CH:45]=1.[CH3:62][N:63]1[CH2:69][CH2:68][CH2:67][NH:66][CH2:65][CH2:64]1.CC([O-])(C)C.[K+]. The catalyst is C1(C)C=CC=CC=1.C1C=CC(/C=C/C(/C=C/C2C=CC=CC=2)=O)=CC=1.C1C=CC(/C=C/C(/C=C/C2C=CC=CC=2)=O)=CC=1.C1C=CC(/C=C/C(/C=C/C2C=CC=CC=2)=O)=CC=1.[Pd].[Pd]. The product is [CH2:43]([O:50][C:51]1[CH:52]=[C:53]2[C:58](=[CH:59][CH:60]=1)[N:57]=[CH:56][C:55]([N:66]1[CH2:67][CH2:68][CH2:69][N:63]([CH3:62])[CH2:64][CH2:65]1)=[CH:54]2)[C:44]1[CH:49]=[CH:48][CH:47]=[CH:46][CH:45]=1. The yield is 0.580. (9) The reactants are [F:1][C:2]1[CH:3]=[C:4]([CH:8]=[CH:9][C:10]=1[F:11])C(O)=O.C(N(CC)CC)C.C1(OP(N=[N+]=[N-])(=O)OC2C=CC=CC=2)C=CC=CC=1.FC1C=C(C=CC=1F)[C:42]([N:44]=[N+]=[N-])=[O:43].[NH2:51][C:52]1[CH:57]=[CH:56][C:55]([C:58]2[CH:66]=[CH:65][C:64]([C:67]3[NH:68][C:69]([CH3:72])=[CH:70][N:71]=3)=[C:63]3[C:59]=2[CH2:60][NH:61][C:62]3=[O:73])=[C:54]([F:74])[CH:53]=1. The catalyst is C1COCC1.C(OCC)(=O)C. The product is [F:1][C:2]1[CH:3]=[C:4]([NH:44][C:42]([NH:51][C:52]2[CH:57]=[CH:56][C:55]([C:58]3[CH:66]=[CH:65][C:64]([C:67]4[NH:68][C:69]([CH3:72])=[CH:70][N:71]=4)=[C:63]4[C:59]=3[CH2:60][NH:61][C:62]4=[O:73])=[C:54]([F:74])[CH:53]=2)=[O:43])[CH:8]=[CH:9][C:10]=1[F:11]. The yield is 0.460.